This data is from Full USPTO retrosynthesis dataset with 1.9M reactions from patents (1976-2016). The task is: Predict the reactants needed to synthesize the given product. (1) Given the product [N:25]1([C:23]([C:10]2[C:11]3[CH2:20][S:19](=[O:22])(=[O:21])[C:18]4[CH:17]=[CH:16][CH:15]=[CH:14][C:13]=4[C:12]=3[N:8]([C:4]3[CH:3]=[C:2]([NH2:45])[CH:7]=[CH:6][CH:5]=3)[N:9]=2)=[O:24])[CH2:30][CH2:29][O:28][CH2:27][CH2:26]1, predict the reactants needed to synthesize it. The reactants are: Br[C:2]1[CH:3]=[C:4]([N:8]2[C:12]3[C:13]4[CH:14]=[CH:15][CH:16]=[CH:17][C:18]=4[S:19](=[O:22])(=[O:21])[CH2:20][C:11]=3[C:10]([C:23]([N:25]3[CH2:30][CH2:29][O:28][CH2:27][CH2:26]3)=[O:24])=[N:9]2)[CH:5]=[CH:6][CH:7]=1.C(=O)([O-])[O-].[Cs+].[Cs+].C(CC(=O)C)(=O)C.C[N:45](C=O)C. (2) Given the product [Cl:16][C:13]([F:15])([F:14])[C:12]([C:4]1[CH:3]=[C:2]([Cl:1])[CH:7]=[C:6]([Cl:8])[CH:5]=1)=[O:11], predict the reactants needed to synthesize it. The reactants are: [Cl:1][C:2]1[CH:3]=[C:4](I)[CH:5]=[C:6]([Cl:8])[CH:7]=1.C[O:11][C:12](=O)[C:13]([Cl:16])([F:15])[F:14]. (3) Given the product [NH2:12][C:7]1[CH:8]=[N:9][C:10]2[C:5]([C:6]=1[OH:15])=[CH:4][CH:3]=[C:2]([Cl:1])[CH:11]=2, predict the reactants needed to synthesize it. The reactants are: [Cl:1][C:2]1[CH:11]=[C:10]2[C:5]([C:6]([OH:15])=[C:7]([N+:12]([O-])=O)[CH:8]=[N:9]2)=[CH:4][CH:3]=1.O.O.[Sn](Cl)Cl.C(O)C.C(=O)(O)[O-].[Na+].